From a dataset of Peptide-MHC class I binding affinity with 185,985 pairs from IEDB/IMGT. Regression. Given a peptide amino acid sequence and an MHC pseudo amino acid sequence, predict their binding affinity value. This is MHC class I binding data. (1) The peptide sequence is QQSEARRML. The MHC is HLA-B39:01 with pseudo-sequence HLA-B39:01. The binding affinity (normalized) is 0.293. (2) The peptide sequence is IITILQDIV. The MHC is HLA-A02:06 with pseudo-sequence HLA-A02:06. The binding affinity (normalized) is 0.400. (3) The peptide sequence is KMKELSPRW. The MHC is HLA-B08:01 with pseudo-sequence HLA-B08:01. The binding affinity (normalized) is 0.0847. (4) The peptide sequence is DSVKSILKWH. The MHC is HLA-A31:01 with pseudo-sequence HLA-A31:01. The binding affinity (normalized) is 0.271. (5) The peptide sequence is ANRLTTLQR. The MHC is HLA-A01:01 with pseudo-sequence HLA-A01:01. The binding affinity (normalized) is 0.0847. (6) The peptide sequence is PLRPMTYK. The MHC is HLA-A02:02 with pseudo-sequence HLA-A02:02. The binding affinity (normalized) is 0. (7) The peptide sequence is VTFGARASF. The MHC is HLA-A02:01 with pseudo-sequence HLA-A02:01. The binding affinity (normalized) is 0.0847.